From a dataset of NCI-60 drug combinations with 297,098 pairs across 59 cell lines. Regression. Given two drug SMILES strings and cell line genomic features, predict the synergy score measuring deviation from expected non-interaction effect. (1) Drug 1: C1CCC(C1)C(CC#N)N2C=C(C=N2)C3=C4C=CNC4=NC=N3. Drug 2: C(=O)(N)NO. Cell line: NCI/ADR-RES. Synergy scores: CSS=3.04, Synergy_ZIP=-1.57, Synergy_Bliss=-1.51, Synergy_Loewe=-1.35, Synergy_HSA=-1.49. (2) Drug 1: CC(CN1CC(=O)NC(=O)C1)N2CC(=O)NC(=O)C2. Drug 2: C1CC(C1)(C(=O)O)C(=O)O.[NH2-].[NH2-].[Pt+2]. Cell line: HS 578T. Synergy scores: CSS=23.1, Synergy_ZIP=-5.44, Synergy_Bliss=3.00, Synergy_Loewe=3.69, Synergy_HSA=5.64.